Task: Predict which catalyst facilitates the given reaction.. Dataset: Catalyst prediction with 721,799 reactions and 888 catalyst types from USPTO (1) Reactant: [Cl:1][C:2]1[N:7]=[C:6](Cl)[C:5]([O:9][CH3:10])=[CH:4][N:3]=1.[CH:11]1([CH:16]([N:20]2[CH:24]=[C:23](B3OC(C)(C)C(C)(C)O3)[CH:22]=[N:21]2)[CH2:17][C:18]#[N:19])[CH2:15][CH2:14][CH2:13][CH2:12]1.P([O-])([O-])([O-])=O.[K+].[K+].[K+]. Product: [Cl:1][C:2]1[N:7]=[C:6]([C:23]2[CH:22]=[N:21][N:20]([CH:16]([CH:11]3[CH2:15][CH2:14][CH2:13][CH2:12]3)[CH2:17][C:18]#[N:19])[CH:24]=2)[C:5]([O:9][CH3:10])=[CH:4][N:3]=1. The catalyst class is: 667. (2) Reactant: [CH2:1]([C:3]1[N:13]([C:14]2[CH:19]=[CH:18][C:17]([CH2:20][CH2:21][NH2:22])=[CH:16][CH:15]=2)[C:6]2=[N:7][C:8]([CH3:12])=[CH:9][C:10]([CH3:11])=[C:5]2[N:4]=1)[CH3:2].C(N(CC)CC)C.Cl[C:31]([O:33][C:34]1[CH:39]=[CH:38][CH:37]=[CH:36][CH:35]=1)=[O:32]. The catalyst class is: 4. Product: [CH2:1]([C:3]1[N:13]([C:14]2[CH:15]=[CH:16][C:17]([CH2:20][CH2:21][NH:22][C:31](=[O:32])[O:33][C:34]3[CH:39]=[CH:38][CH:37]=[CH:36][CH:35]=3)=[CH:18][CH:19]=2)[C:6]2=[N:7][C:8]([CH3:12])=[CH:9][C:10]([CH3:11])=[C:5]2[N:4]=1)[CH3:2]. (3) Reactant: N[C:2]1[CH:3]=[C:4]([C@@H:10]2[CH2:14][NH:13][C:12](=[O:15])[CH2:11]2)[C:5]([Br:9])=[CH:6][C:7]=1[Cl:8].C(OCC)(=O)C.O.N([O-])=O.[Na+]. Product: [Br:9][C:5]1[CH:6]=[C:7]([Cl:8])[CH:2]=[CH:3][C:4]=1[C@@H:10]1[CH2:14][NH:13][C:12](=[O:15])[CH2:11]1. The catalyst class is: 65. (4) Reactant: Br[C:2]1[CH:11]=[C:10]2[C:5]([N:6]([CH:15]([CH3:17])[CH3:16])[CH2:7][CH2:8][N:9]2[CH:12]([CH3:14])[CH3:13])=[CH:4][C:3]=1[CH3:18].[CH3:19][O:20][C:21]1[CH:26]=[CH:25][C:24]([CH:27]=[O:28])=[CH:23][C:22]=1B(O)O.C(=O)([O-])[O-].[K+].[K+].O. Product: [CH:12]([N:9]1[C:10]2[C:5](=[CH:4][C:3]([CH3:18])=[C:2]([C:22]3[CH:23]=[C:24]([CH:25]=[CH:26][C:21]=3[O:20][CH3:19])[CH:27]=[O:28])[CH:11]=2)[N:6]([CH:15]([CH3:17])[CH3:16])[CH2:7][CH2:8]1)([CH3:14])[CH3:13]. The catalyst class is: 104. (5) Reactant: CC(C)([O-])C.[K+].[Cl:7][C:8]1[CH:9]=[C:10]([OH:14])[CH:11]=[CH:12][CH:13]=1.[CH2:15]([N:22]1[CH2:27][CH2:26][CH:25]([N:28]([CH3:33])[C:29](=[O:32])[CH2:30]Cl)[CH2:24][CH2:23]1)[C:16]1[CH:21]=[CH:20][CH:19]=[CH:18][CH:17]=1.O. Product: [CH2:15]([N:22]1[CH2:23][CH2:24][CH:25]([N:28]([CH3:33])[C:29](=[O:32])[CH2:30][O:14][C:10]2[CH:11]=[CH:12][CH:13]=[C:8]([Cl:7])[CH:9]=2)[CH2:26][CH2:27]1)[C:16]1[CH:17]=[CH:18][CH:19]=[CH:20][CH:21]=1. The catalyst class is: 1. (6) Reactant: [F:1][C:2]([F:41])([F:40])[C:3]1[CH:4]=[C:5]([C:13]([CH3:39])([CH3:38])[C:14]([N:16]([C:18]2[C:19]([C:30]3[CH:35]=[CH:34][C:33]([F:36])=[CH:32][C:31]=3[CH3:37])=[CH:20][C:21]([C:24]3[CH:29]=[CH:28][N:27]=[CH:26][CH:25]=3)=[N:22][CH:23]=2)[CH3:17])=[O:15])[CH:6]=[C:7]([C:9]([F:12])([F:11])[F:10])[CH:8]=1.S(=O)(=O)(O)O. Product: [F:41][C:2]([F:1])([F:40])[C:3]1[CH:4]=[C:5]([C:13]([CH3:38])([CH3:39])[C:14]([N:16]([C:18]2[C:19]([C:30]3[CH:35]=[CH:34][C:33]([F:36])=[CH:32][C:31]=3[CH3:37])=[CH:20][C:21]([CH:24]3[CH2:29][CH2:28][NH:27][CH2:26][CH2:25]3)=[N:22][CH:23]=2)[CH3:17])=[O:15])[CH:6]=[C:7]([C:9]([F:12])([F:10])[F:11])[CH:8]=1. The catalyst class is: 603.